Dataset: Catalyst prediction with 721,799 reactions and 888 catalyst types from USPTO. Task: Predict which catalyst facilitates the given reaction. (1) Reactant: C([N:8]1[C:16]2[C:15]([O:17][C:18]3[C:23]([CH3:24])=[CH:22][C:21]([CH3:25])=[CH:20][C:19]=3[CH3:26])=[N:14][C:13]([NH:27][C:28]3[CH:35]=[CH:34][C:31]([C:32]#[N:33])=[CH:30][CH:29]=3)=[N:12][C:11]=2[CH:10]=[CH:9]1)C1C=CC=CC=1.[Al+3].[Cl-].[Cl-].[Cl-]. Product: [C:19]1([CH3:26])[CH:20]=[C:21]([CH3:25])[CH:22]=[C:23]([CH3:24])[C:18]=1[O:17][C:15]1[C:16]2[NH:8][CH:9]=[CH:10][C:11]=2[N:12]=[C:13]([NH:27][C:28]2[CH:35]=[CH:34][C:31]([C:32]#[N:33])=[CH:30][CH:29]=2)[N:14]=1. The catalyst class is: 262. (2) Reactant: [NH:1]1[CH2:6][CH2:5][O:4][CH2:3][CH2:2]1.[CH2:7]([O:9][C:10](=[O:27])[CH2:11][C:12]1[C:21]2[C:16](=[CH:17][C:18]([O:24][CH3:25])=[C:19]([O:22][CH3:23])[CH:20]=2)[C:15](Cl)=[N:14][CH:13]=1)[CH3:8]. Product: [CH2:7]([O:9][C:10](=[O:27])[CH2:11][C:12]1[C:21]2[C:16](=[CH:17][C:18]([O:24][CH3:25])=[C:19]([O:22][CH3:23])[CH:20]=2)[C:15]([N:1]2[CH2:6][CH2:5][O:4][CH2:3][CH2:2]2)=[N:14][CH:13]=1)[CH3:8]. The catalyst class is: 11.